From a dataset of Reaction yield outcomes from USPTO patents with 853,638 reactions. Predict the reaction yield, written as a fraction of the theoretical maximum amount of product (1.0 means a 100% yield; for example, 0.34 means a 34% yield). The reactants are Br[C:2]1[C:3]([CH:9]=[N:10][C:11]([CH3:14])([CH3:13])C)=[CH:4][C:5]([Cl:8])=[N:6][CH:7]=1.C(#N)C.[CH:18]1(C#C)[CH2:23][CH2:22]C[CH2:20][CH2:19]1. The catalyst is ClCCl.[Zn]. The product is [Cl:8][C:5]1[N:6]=[CH:7][C:2]2[C:3]([CH:4]=1)=[CH:9][N:10]=[C:11]([CH:13]1[CH2:22][CH2:23][CH2:18][CH2:19][CH2:20]1)[CH:14]=2. The yield is 0.550.